This data is from Full USPTO retrosynthesis dataset with 1.9M reactions from patents (1976-2016). The task is: Predict the reactants needed to synthesize the given product. (1) Given the product [ClH:42].[ClH:42].[CH3:1][C:2]1[CH:40]=[C:39]([CH3:41])[CH:38]=[CH:37][C:3]=1[C:4]([O:6][CH2:7][C:8]1[CH:9]=[CH:10][C:11]([C@H:14]([CH2:28][NH2:29])[C:15]([NH:17][C:18]2[CH:19]=[C:20]3[C:25](=[CH:26][CH:27]=2)[CH:24]=[N:23][CH:22]=[CH:21]3)=[O:16])=[CH:12][CH:13]=1)=[O:5], predict the reactants needed to synthesize it. The reactants are: [CH3:1][C:2]1[CH:40]=[C:39]([CH3:41])[CH:38]=[CH:37][C:3]=1[C:4]([O:6][CH2:7][C:8]1[CH:13]=[CH:12][C:11]([C@@H:14]([CH2:28][NH:29]C(OC(C)(C)C)=O)[C:15]([NH:17][C:18]2[CH:19]=[C:20]3[C:25](=[CH:26][CH:27]=2)[CH:24]=[N:23][CH:22]=[CH:21]3)=[O:16])=[CH:10][CH:9]=1)=[O:5].[ClH:42]. (2) The reactants are: [F:1][C:2]1[CH:7]=[CH:6][C:5]([N:8]2[C:12]3=[C:13]4[C:18](=[C:19]([C:21]5[CH:26]=[CH:25][C:24]([O:27]C6CCCCO6)=[CH:23][CH:22]=5)[CH:20]=[C:11]3[CH:10]=[N:9]2)[CH:17]=[N:16][CH:15]=[CH:14]4)=[CH:4][CH:3]=1.C1COCC1.O. Given the product [F:1][C:2]1[CH:3]=[CH:4][C:5]([N:8]2[C:12]3=[C:13]4[C:18](=[C:19]([C:21]5[CH:26]=[CH:25][C:24]([OH:27])=[CH:23][CH:22]=5)[CH:20]=[C:11]3[CH:10]=[N:9]2)[CH:17]=[N:16][CH:15]=[CH:14]4)=[CH:6][CH:7]=1, predict the reactants needed to synthesize it. (3) Given the product [Cl:1][C:2]1[CH:3]=[C:4]2[C:5]([C:8]([C:10]3[CH:15]=[CH:14][C:13]([F:16])=[CH:12][CH:11]=3)=[CH:21][C:20](=[O:19])[O:17]2)=[CH:6][CH:7]=1, predict the reactants needed to synthesize it. The reactants are: [Cl:1][C:2]1[CH:7]=[CH:6][C:5]([C:8]([C:10]2[CH:15]=[CH:14][C:13]([F:16])=[CH:12][CH:11]=2)=O)=[C:4]([OH:17])[CH:3]=1.C[O:19][C:20](=O)[CH:21]=P(C1C=CC=CC=1)(C1C=CC=CC=1)C1C=CC=CC=1.[Cl-].[NH4+]. (4) Given the product [CH3:33][O:32][C:17]1[CH:18]=[C:19]([O:22][C:23](=[O:31])[C:24]2[CH:29]=[CH:28][CH:27]=[CH:26][C:25]=2[CH3:30])[CH:20]=[CH:21][C:16]=1[C:4]1[C:3]([CH2:2][O:1][C:37]2[CH:38]=[C:39]([N+:42]([O-:44])=[O:43])[CH:40]=[CH:41][C:36]=2[O:35][CH3:34])=[C:12]2[C:7]([NH:8][C:9]([CH3:14])([CH3:15])[C:10](=[O:13])[NH:11]2)=[CH:6][CH:5]=1, predict the reactants needed to synthesize it. The reactants are: [OH:1][CH2:2][C:3]1[C:4]([C:16]2[CH:21]=[CH:20][C:19]([O:22][C:23](=[O:31])[C:24]3[CH:29]=[CH:28][CH:27]=[CH:26][C:25]=3[CH3:30])=[CH:18][C:17]=2[O:32][CH3:33])=[CH:5][CH:6]=[C:7]2[C:12]=1[NH:11][C:10](=[O:13])[C:9]([CH3:15])([CH3:14])[NH:8]2.[CH3:34][O:35][C:36]1[CH:41]=[CH:40][C:39]([N+:42]([O-:44])=[O:43])=[CH:38][C:37]=1O.C(P(CCCC)CCCC)CCC.N(C(N1CCCCC1)=O)=NC(N1CCCCC1)=O.C1CCN(C(/N=N/C(N2CCCCC2)=O)=O)CC1.